Predict which catalyst facilitates the given reaction. From a dataset of Catalyst prediction with 721,799 reactions and 888 catalyst types from USPTO. (1) Reactant: [NH2:1][C:2]1[N:10]=[C:9]2[C:5]([N:6]=[CH:7][N:8]2[C@@H:11]2[O:17][C@H:16]([CH2:18][OH:19])[C@@H:14]([OH:15])[C@H:12]2[OH:13])=[C:4]([NH2:20])[N:3]=1.[H-].[Na+].BrCCCC[C:28]1[NH:29][CH:30]=[CH:31][N:32]=1. Product: [NH2:1][C:2]1[N:10]=[C:9]2[C:5]([N:6]=[CH:7][N:8]2[C@@H:11]2[O:17][C@H:16]([CH2:18][OH:19])[C@@H:14]([OH:15])[C@H:12]2[O:13][CH2:11][CH2:12][CH2:14][CH2:16][N:29]2[CH:30]=[CH:31][N:32]=[CH:28]2)=[C:4]([NH2:20])[N:3]=1. The catalyst class is: 3. (2) Reactant: [Cl:1][C:2]1[CH:7]=[C:6]2[NH:8][C:9](=[O:32])[C:10]3([CH:15]([C:16]4[CH:21]=[CH:20][CH:19]=[C:18]([Cl:22])[CH:17]=4)[CH2:14][C:13](=[O:23])[NH:12][CH:11]3[C:24]3[CH:29]=[C:28]([Cl:30])[CH:27]=[CH:26][C:25]=3I)[C:5]2=[CH:4][CH:3]=1.C([O-])([O-])=O.[Cs+].[Cs+].C[N:40]([CH3:46])[CH2:41][CH2:42][N:43](C)C.N1C=CN=C1. Product: [Cl:1][C:2]1[CH:7]=[C:6]2[NH:8][C:9](=[O:32])[C:10]3([CH:15]([C:16]4[CH:21]=[CH:20][CH:19]=[C:18]([Cl:22])[CH:17]=4)[CH2:14][C:13](=[O:23])[NH:12][CH:11]3[C:24]3[CH:29]=[C:28]([Cl:30])[CH:27]=[CH:26][C:25]=3[N:40]3[CH:41]=[CH:42][N:43]=[CH:46]3)[C:5]2=[CH:4][CH:3]=1. The catalyst class is: 590. (3) Reactant: [N:1]([CH:4]([C:6]1[N:11]=[CH:10][C:9]([F:12])=[CH:8][N:7]=1)[CH3:5])=[N+]=[N-]. Product: [F:12][C:9]1[CH:8]=[N:7][C:6]([CH:4]([NH2:1])[CH3:5])=[N:11][CH:10]=1. The catalyst class is: 45. (4) Reactant: [Cl:1][C:2]1[N:7]=[C:6]([NH2:8])[C:5]([NH2:9])=[CH:4][C:3]=1[C:10]1[CH:15]=[CH:14][CH:13]=[C:12]([Cl:16])[C:11]=1[Cl:17].[F:18][C:19]([F:24])([F:23])[C:20](O)=O. Product: [Cl:1][C:2]1[N:7]=[C:6]2[N:8]=[C:20]([C:19]([F:24])([F:23])[F:18])[NH:9][C:5]2=[CH:4][C:3]=1[C:10]1[CH:15]=[CH:14][CH:13]=[C:12]([Cl:16])[C:11]=1[Cl:17]. The catalyst class is: 33.